This data is from Peptide-MHC class II binding affinity with 134,281 pairs from IEDB. The task is: Regression. Given a peptide amino acid sequence and an MHC pseudo amino acid sequence, predict their binding affinity value. This is MHC class II binding data. (1) The peptide sequence is SGSEAYQGVQQKWDA. The MHC is DRB1_1501 with pseudo-sequence DRB1_1501. The binding affinity (normalized) is 0.0801. (2) The peptide sequence is AYGIPKVPPGPNITA. The MHC is HLA-DQA10501-DQB10201 with pseudo-sequence HLA-DQA10501-DQB10201. The binding affinity (normalized) is 0.107. (3) The peptide sequence is VLMEWLKTRPILSPLTKGIL. The MHC is HLA-DPA10103-DPB10401 with pseudo-sequence HLA-DPA10103-DPB10401. The binding affinity (normalized) is 0.561. (4) The peptide sequence is RLGKEFIRCLALPFR. The MHC is DRB3_0101 with pseudo-sequence DRB3_0101. The binding affinity (normalized) is 0.778. (5) The binding affinity (normalized) is 0.391. The MHC is DRB1_0401 with pseudo-sequence DRB1_0401. The peptide sequence is AFKVAATAANAAPAR. (6) The peptide sequence is LEPVKCDTLLCDIGE. The MHC is DRB1_1101 with pseudo-sequence DRB1_1101. The binding affinity (normalized) is 0.